Dataset: Full USPTO retrosynthesis dataset with 1.9M reactions from patents (1976-2016). Task: Predict the reactants needed to synthesize the given product. (1) Given the product [Cl:11][C:12]1[CH:13]=[CH:14][C:15]([C:18](=[O:23])[CH:19]=[C:20]([NH:10][CH2:9][C:8]#[N:7])[CH3:21])=[CH:16][CH:17]=1, predict the reactants needed to synthesize it. The reactants are: C(=O)(O)[O-].[Na+].Cl.[NH2:7][CH2:8][C:9]#[N:10].[Cl:11][C:12]1[CH:17]=[CH:16][C:15]([C:18](=[O:23])[CH2:19][C:20](=O)[CH3:21])=[CH:14][CH:13]=1.C1(C)C=CC=CC=1. (2) Given the product [Br:1][C:2]1[CH:3]=[N:19][C:18]([C@@H:17]([OH:16])[CH3:22])=[N:20][CH:5]=1, predict the reactants needed to synthesize it. The reactants are: [Br:1]/[C:2](=[CH:5]\N(C)C)/[CH:3]=O.C(=O)([O-])[O-].[K+].[K+].Cl.[OH:16][C:17]([CH3:22])(C)[C:18]([NH2:20])=[NH:19]. (3) Given the product [ClH:1].[ClH:1].[CH3:26][N:27]([CH2:28][CH2:29][N:30]([CH2:31][CH2:32][CH2:33][O:34][C:35]1[CH:36]=[C:37]2[C:42](=[CH:43][CH:44]=1)[C:41](=[O:45])[NH:40][CH2:39][CH2:38]2)[CH2:46][C:47]1[CH:48]=[CH:49][N:50]=[CH:51][CH:52]=1)[C:62]([C:58]1[C:57]2[O:53][CH2:54][CH2:55][C:56]=2[CH:61]=[CH:60][CH:59]=1)=[O:63], predict the reactants needed to synthesize it. The reactants are: [ClH:1].CN(C)CCCN=C=NCC.ON1C2C=CC=CC=2N=N1.Cl.Cl.Cl.[CH3:26][NH:27][CH2:28][CH2:29][N:30]([CH2:46][C:47]1[CH:52]=[CH:51][N:50]=[CH:49][CH:48]=1)[CH2:31][CH2:32][CH2:33][O:34][C:35]1[CH:36]=[C:37]2[C:42](=[CH:43][CH:44]=1)[C:41](=[O:45])[NH:40][CH2:39][CH2:38]2.[O:53]1[C:57]2[C:58]([C:62](O)=[O:63])=[CH:59][CH:60]=[CH:61][C:56]=2[CH2:55][CH2:54]1.C(OC(=O)C)C.Cl. (4) Given the product [CH3:1][C:2]1[CH:3]=[CH:4][C:5]([C:6]([NH:18][C:19]2[CH:24]=[CH:23][CH:22]=[CH:21][CH:20]=2)=[O:8])=[CH:9][CH:10]=1, predict the reactants needed to synthesize it. The reactants are: [CH3:1][C:2]1[CH:10]=[CH:9][C:5]([C:6]([OH:8])=O)=[CH:4][CH:3]=1.C(N(CC)CC)C.[NH2:18][C:19]1[CH:24]=[CH:23][CH:22]=[CH:21][CH:20]=1. (5) The reactants are: [CH3:1][O:2][C:3]1[C:28]([O:29][CH3:30])=[CH:27][CH:26]=[CH:25][C:4]=1[CH2:5][N:6]([CH2:18][CH2:19][CH2:20][CH2:21][CH2:22][CH2:23][CH3:24])[C:7](=[O:17])[CH2:8][CH2:9][C:10]1[CH:15]=[CH:14][C:13]([OH:16])=[CH:12][CH:11]=1.Br[CH2:32][C:33]1[CH:42]=[CH:41][CH:40]=[CH:39][C:34]=1[C:35]([O:37][CH3:38])=[O:36].C(=O)([O-])[O-].[K+].[K+].C(O)C(N)(CO)CO. Given the product [CH3:1][O:2][C:3]1[C:28]([O:29][CH3:30])=[CH:27][CH:26]=[CH:25][C:4]=1[CH2:5][N:6]([CH2:18][CH2:19][CH2:20][CH2:21][CH2:22][CH2:23][CH3:24])[C:7](=[O:17])[CH2:8][CH2:9][C:10]1[CH:15]=[CH:14][C:13]([O:16][CH2:32][C:33]2[CH:42]=[CH:41][CH:40]=[CH:39][C:34]=2[C:35]([O:37][CH3:38])=[O:36])=[CH:12][CH:11]=1, predict the reactants needed to synthesize it. (6) Given the product [OH:8][N:9]1[C:15](=[O:16])[N:14]2[CH2:17][C@H:10]1[CH2:11][CH2:12][C@H:13]2[C:18]([NH:20][NH:21][C:22]([C@@H:24]1[CH2:28][CH2:27][N:26]([C:29]([O:31][C:32]([CH3:35])([CH3:34])[CH3:33])=[O:30])[CH2:25]1)=[O:23])=[O:19], predict the reactants needed to synthesize it. The reactants are: C([O:8][N:9]1[C:15](=[O:16])[N:14]2[CH2:17][C@H:10]1[CH2:11][CH2:12][C@H:13]2[C:18]([NH:20][NH:21][C:22]([C@@H:24]1[CH2:28][CH2:27][N:26]([C:29]([O:31][C:32]([CH3:35])([CH3:34])[CH3:33])=[O:30])[CH2:25]1)=[O:23])=[O:19])C1C=CC=CC=1.[H][H].CO.C(Cl)(Cl)Cl. (7) Given the product [C:17]([C:2]1[CH:3]=[C:4]2[C:9](=[CH:10][CH:11]=1)[O:8][CH2:7][CH2:6][CH2:5]2)(=[O:19])[CH3:18], predict the reactants needed to synthesize it. The reactants are: Br[C:2]1[CH:3]=[C:4]2[C:9](=[CH:10][CH:11]=1)[O:8][CH2:7][CH2:6][CH2:5]2.C([Sn](CCCC)(CCCC)[C:17]([O:19]CC)=[CH2:18])CCC.